Task: Predict the reaction yield, written as a fraction of the theoretical maximum amount of product (1.0 means a 100% yield; for example, 0.34 means a 34% yield).. Dataset: Reaction yield outcomes from USPTO patents with 853,638 reactions (1) The reactants are [F:1][C:2]1[C:10]2[O:9][C:8]([CH:11]3[CH2:16][CH2:15][NH:14][CH2:13][CH2:12]3)=[CH:7][C:6]=2[CH:5]=[CH:4][CH:3]=1.[CH3:17][C:18]([O:21][C:22](O[C:22]([O:21][C:18]([CH3:20])([CH3:19])[CH3:17])=[O:23])=[O:23])([CH3:20])[CH3:19]. The catalyst is C1COCC1.C([O-])([O-])=O.[K+].[K+]. The product is [F:1][C:2]1[C:10]2[O:9][C:8]([CH:11]3[CH2:16][CH2:15][N:14]([C:22]([O:21][C:18]([CH3:20])([CH3:19])[CH3:17])=[O:23])[CH2:13][CH2:12]3)=[CH:7][C:6]=2[CH:5]=[CH:4][CH:3]=1. The yield is 0.880. (2) The reactants are [Na].Cl[CH2:3][CH2:4][CH2:5][S:6]([NH:9][C:10]1[N:14]=[C:13]([C@H:15]([CH2:24][CH2:25][CH2:26][CH:27]2[CH2:32][CH2:31][CH2:30][CH2:29][CH2:28]2)[CH2:16][C:17]([O:19]C(C)(C)C)=[O:18])[O:12][N:11]=1)(=[O:8])=[O:7]. The catalyst is CO. The product is [CH:27]1([CH2:26][CH2:25][CH2:24][C@@H:15]([C:13]2[O:12][N:11]=[C:10]([N:9]3[CH2:3][CH2:4][CH2:5][S:6]3(=[O:8])=[O:7])[N:14]=2)[CH2:16][C:17]([OH:19])=[O:18])[CH2:32][CH2:31][CH2:30][CH2:29][CH2:28]1. The yield is 0.980. (3) The reactants are [F:1][C:2]1[CH:24]=[CH:23][CH:22]=[C:21]([F:25])[C:3]=1[CH2:4][C@H:5]1[CH2:10][C@H:9]([C:11]2[O:15][NH:14][C:13](=[O:16])[CH:12]=2)[CH2:8][CH2:7][N:6]1C(OC)=O.Br. No catalyst specified. The product is [F:1][C:2]1[CH:24]=[CH:23][CH:22]=[C:21]([F:25])[C:3]=1[CH2:4][C@H:5]1[CH2:10][C@H:9]([C:11]2[O:15][NH:14][C:13](=[O:16])[CH:12]=2)[CH2:8][CH2:7][NH:6]1. The yield is 0.0170. (4) No catalyst specified. The product is [N:33]1([CH2:32][CH2:31][CH2:30][NH:29][C:27]([C:20]2[C:19]3[C:23](=[CH:24][C:16]([O:15][C:2]4[CH:7]=[CH:6][N:5]=[C:4]5[CH:8]=[C:9]([C:11](=[O:14])[CH2:12][CH3:13])[S:10][C:3]=45)=[CH:17][CH:18]=3)[N:22]([CH3:25])[C:21]=2[CH3:26])=[O:28])[CH2:38][CH2:37][O:36][CH2:35][CH2:34]1. The yield is 0.110. The reactants are Cl[C:2]1[CH:7]=[CH:6][N:5]=[C:4]2[CH:8]=[C:9]([C:11](=[O:14])[CH2:12][CH3:13])[S:10][C:3]=12.[OH:15][C:16]1[CH:24]=[C:23]2[C:19]([C:20]([C:27]([NH:29][CH2:30][CH2:31][CH2:32][N:33]3[CH2:38][CH2:37][O:36][CH2:35][CH2:34]3)=[O:28])=[C:21]([CH3:26])[N:22]2[CH3:25])=[CH:18][CH:17]=1.C([O-])([O-])=O.[Cs+].[Cs+]. (5) The reactants are I[CH2:2][CH2:3][CH2:4][CH2:5][CH2:6][CH2:7][I:8].[OH:9][C:10]1[C:11](=[O:21])[C:12]2[C:17]([C:18](=[O:20])[CH:19]=1)=[CH:16][CH:15]=[CH:14][CH:13]=2. The catalyst is C1C=CC=CC=1.[Ag]. The product is [I:8][CH2:7][CH2:6][CH2:5][CH2:4][CH2:3][CH2:2][O:20][C:18]1[C:17]2[C:12](=[CH:13][CH:14]=[CH:15][CH:16]=2)[C:11](=[O:21])[C:10](=[O:9])[CH:19]=1. The yield is 0.570. (6) The reactants are Cl[C:2]1[N:3]=[C:4]2[CH:12]=[CH:11][C:10]([F:13])=[CH:9][N:5]2[C:6](=[O:8])[CH:7]=1.[CH3:14][N:15]1[CH:19]=[C:18](B2OC(C)(C)C(C)(C)O2)[CH:17]=[N:16]1.C([O-])([O-])=O.[K+].[K+]. The catalyst is CC#N.O.C1C=CC([P]([Pd]([P](C2C=CC=CC=2)(C2C=CC=CC=2)C2C=CC=CC=2)([P](C2C=CC=CC=2)(C2C=CC=CC=2)C2C=CC=CC=2)[P](C2C=CC=CC=2)(C2C=CC=CC=2)C2C=CC=CC=2)(C2C=CC=CC=2)C2C=CC=CC=2)=CC=1. The product is [F:13][C:10]1[CH:11]=[CH:12][C:4]2[N:5]([CH:9]=1)[C:6](=[O:8])[CH:7]=[C:2]([C:18]1[CH:17]=[N:16][N:15]([CH3:14])[CH:19]=1)[N:3]=2. The yield is 0.400. (7) The reactants are [NH2:1][C:2]1[CH:3]=[C:4]([N:8]([CH:22]2[CH2:24][CH2:23]2)[C:9]2[N:10]=[CH:11][C:12]3[N:17]=[C:16]([NH:18][C:19](=[O:21])[CH3:20])[S:15][C:13]=3[N:14]=2)[CH:5]=[CH:6][CH:7]=1.[C:25]([C:27]([C:30]1[CH:31]=[C:32]([CH:36]=[CH:37][CH:38]=1)[C:33](O)=[O:34])([CH3:29])[CH3:28])#[N:26].F[P-](F)(F)(F)(F)F.N1(OC(N(C)C)=[N+](C)C)C2N=CC=CC=2N=N1.C(=O)([O-])O.[Na+]. The catalyst is N1C=CC=CC=1. The product is [C:19]([NH:18][C:16]1[S:15][C:13]2[N:14]=[C:9]([N:8]([CH:22]3[CH2:24][CH2:23]3)[C:4]3[CH:3]=[C:2]([NH:1][C:33](=[O:34])[C:32]4[CH:36]=[CH:37][CH:38]=[C:30]([C:27]([C:25]#[N:26])([CH3:28])[CH3:29])[CH:31]=4)[CH:7]=[CH:6][CH:5]=3)[N:10]=[CH:11][C:12]=2[N:17]=1)(=[O:21])[CH3:20]. The yield is 0.590.